From a dataset of Catalyst prediction with 721,799 reactions and 888 catalyst types from USPTO. Predict which catalyst facilitates the given reaction. (1) Reactant: [OH:1][C:2]([CH2:4][CH2:5][CH2:6][CH2:7][C@H:8]1[C@@H:16]2[C@@H:11]([NH:12][C:13]([NH:15]2)=[O:14])[CH2:10][S:9]1)=[O:3].C(N=C=NC(C)C)(C)C.FS(C1C=CC(C(C(O)[C@H]2O[C@@H](N3C4N=CN=C(N)C=4N=C3)[C@H](O)[C@@H]2O)=O)=CC=1)(=O)=O.[CH:57]1[C:62]([C:63]([O:65][CH2:66][C@H:67]2[O:71][C@@H:70]([N:72]3[C:76]4[N:77]=[CH:78][N:79]=[C:80]([NH2:81])[C:75]=4[N:74]=[CH:73]3)[C@H:69]([OH:82])[C@@H:68]2[OH:83])=[O:64])=[CH:61][CH:60]=[C:59]([S:84]([F:87])(=[O:86])=[O:85])[CH:58]=1.[ClH:88].C(N(C(C)C)CC)(C)C.FC(F)(F)C(O)=O. Product: [OH:3][C:2]([CH2:4][CH2:5][CH2:6][CH2:7][C@H:8]1[C@@H:16]2[C@@H:11]([NH:12][C:13]([NH:15]2)=[O:14])[CH2:10][S:9]1)=[O:1].[CH:61]1[C:62]([C:63]([O:65][CH2:66][C@H:67]2[O:71][C@@H:70]([N:72]3[C:76]4[N:77]=[CH:78][N:79]=[C:80]([NH2:81])[C:75]=4[N:74]=[CH:73]3)[C@H:69]([OH:82])[C@@H:68]2[OH:83])=[O:64])=[CH:57][CH:58]=[C:59]([S:84]([F:87])(=[O:85])=[O:86])[CH:60]=1.[ClH:88]. The catalyst class is: 9. (2) Reactant: [N+:1]([C:4]1[CH:5]=[C:6]([C:10]([C:12]2[CH:17]=[CH:16][CH:15]=[CH:14][CH:13]=2)=[O:11])[CH:7]=[CH:8][CH:9]=1)([O-:3])=[O:2].[Al](C)(C)[CH3:19].CCCCCCC.CC(O)=O. Product: [N+:1]([C:4]1[CH:5]=[C:6]([C:10]([C:12]2[CH:17]=[CH:16][CH:15]=[CH:14][CH:13]=2)([OH:11])[CH3:19])[CH:7]=[CH:8][CH:9]=1)([O-:3])=[O:2]. The catalyst class is: 11. (3) Reactant: [CH2:1]([OH:4])[CH2:2][OH:3].Cl[C:6]1[CH:11]=[CH:10][CH:9]=[CH:8][N:7]=1.[OH-].[K+].C1OCCOCCOCCOCCOCCOC1. Product: [N:7]1[CH:8]=[CH:9][CH:10]=[CH:11][C:6]=1[O:3][CH2:2][CH2:1][OH:4]. The catalyst class is: 11. (4) Reactant: Cl.[CH3:2][N:3]([CH3:12])[C:4](=[O:11])[C@H:5]([C@H:7]([CH2:9][CH3:10])[CH3:8])[NH2:6].C(N(CC)CC)C.S=[C:21]1[CH2:25][S:24][C:23](=[O:26])[NH:22]1. Product: [CH3:12][N:3]([CH3:2])[C:4](=[O:11])[C@H:5]([C@H:7]([CH2:9][CH3:10])[CH3:8])[NH:6][C:21]1[CH2:25][S:24][C:23](=[O:26])[N:22]=1. The catalyst class is: 8.